This data is from Forward reaction prediction with 1.9M reactions from USPTO patents (1976-2016). The task is: Predict the product of the given reaction. The product is: [CH2:12]([O:19][C:20]1[CH:27]=[CH:26][C:23]([CH:24]([O:25][CH3:30])[C:5]2[C:6]3[C:11](=[N:10][CH:9]=[CH:8][CH:7]=3)[NH:3][CH:4]=2)=[CH:22][C:21]=1[O:28][CH3:29])[C:13]1[CH:14]=[CH:15][CH:16]=[CH:17][CH:18]=1. Given the reactants [OH-].[K+].[NH:3]1[C:11]2[C:6](=[CH:7][CH:8]=[CH:9][N:10]=2)[CH:5]=[CH:4]1.[CH2:12]([O:19][C:20]1[CH:27]=[CH:26][C:23]([CH:24]=[O:25])=[CH:22][C:21]=1[O:28][CH3:29])[C:13]1[CH:18]=[CH:17][CH:16]=[CH:15][CH:14]=1.[CH3:30]O, predict the reaction product.